Dataset: Forward reaction prediction with 1.9M reactions from USPTO patents (1976-2016). Task: Predict the product of the given reaction. (1) Given the reactants ClC(Cl)(Cl)C(O)O.CC1C=CC=[CH:13][C:14]=1[N:15]1[C:24](=O)[C:23]2[CH:22]=[CH:21][CH:20]=[CH:19][C:18]=2[N:17]=[C:16]1C.CN1C(=O)CN=C(C2C=CC=CC=2)C2C=C(Cl)C=CC1=2.CCN(CCN1C(=O)CN=C(C2C=CC=CC=2F)C2C=C(Cl)C=CC1=2)CC.C1C=CC(C2(N3CCCCC3)CCCCC2)=CC=1.CNCCC(OC1C=CC(C(F)(F)F)=CC=1)C1C=CC=CC=1, predict the reaction product. The product is: [N:15]1[CH:24]=[C:23]([CH:18]2[CH2:19][CH2:20][CH2:21][N:17]2[CH3:16])[CH:22]=[CH:13][CH:14]=1. (2) Given the reactants [F:1][C:2]1[C:3]([I:31])=[C:4]2[C:14]3[C:9](=[CH:10][N:11]=[C:12]([C:15]4[CH:16]=[N:17][CH:18]=[CH:19][CH:20]=4)[CH:13]=3)[N:8](S(C3C=CC(C)=CC=3)(=O)=O)[C:5]2=[N:6][CH:7]=1.[OH-].[Li+].Cl, predict the reaction product. The product is: [F:1][C:2]1[C:3]([I:31])=[C:4]2[C:14]3[C:9](=[CH:10][N:11]=[C:12]([C:15]4[CH:16]=[N:17][CH:18]=[CH:19][CH:20]=4)[CH:13]=3)[NH:8][C:5]2=[N:6][CH:7]=1. (3) Given the reactants [CH:1]([N:4]1[C:8]([C:9]2[N:18]=[C:17]3[N:11]([CH2:12][CH2:13][O:14][C:15]4[CH:22]=[C:21]([O:23][C:24]([CH3:29])([CH3:28])[C:25]([OH:27])=O)[N:20]=[CH:19][C:16]=43)[CH:10]=2)=[N:7][CH:6]=[N:5]1)([CH3:3])[CH3:2].C[N:31](C(ON1N=NC2C=CC=NC1=2)=[N+](C)C)C.F[P-](F)(F)(F)(F)F.[Cl-].[NH4+].C(N(CC)CC)C, predict the reaction product. The product is: [CH:1]([N:4]1[C:8]([C:9]2[N:18]=[C:17]3[C:16]4[CH:19]=[N:20][C:21]([O:23][C:24]([CH3:28])([CH3:29])[C:25]([NH2:31])=[O:27])=[CH:22][C:15]=4[O:14][CH2:13][CH2:12][N:11]3[CH:10]=2)=[N:7][CH:6]=[N:5]1)([CH3:3])[CH3:2].